Predict the reactants needed to synthesize the given product. From a dataset of Full USPTO retrosynthesis dataset with 1.9M reactions from patents (1976-2016). (1) The reactants are: Br[CH2:2][C:3]1[CH:8]=[CH:7][CH:6]=[C:5]([F:9])[CH:4]=1.[N-:10]=[N+:11]=[N-:12].[Na+]. Given the product [N:10]([CH2:2][C:3]1[CH:8]=[CH:7][CH:6]=[C:5]([F:9])[CH:4]=1)=[N+:11]=[N-:12], predict the reactants needed to synthesize it. (2) Given the product [OH:1][C:2]1[CH:3]=[C:4]([CH:8]([C:10]2[CH:15]=[CH:14][CH:13]=[C:12]([OH:16])[CH:11]=2)[N:17]2[CH:21]=[N:20][CH:19]=[N:18]2)[CH:5]=[CH:6][CH:7]=1, predict the reactants needed to synthesize it. The reactants are: [OH:1][C:2]1[CH:3]=[C:4]([CH:8]([C:10]2[CH:15]=[CH:14][CH:13]=[C:12]([OH:16])[CH:11]=2)O)[CH:5]=[CH:6][CH:7]=1.[NH:17]1[CH:21]=[N:20][CH:19]=[N:18]1.CC1C=CC(S(O)(=O)=O)=CC=1. (3) Given the product [Br:1][C:2]1[C:7]([O:17][CH2:16][CH2:15][O:14][CH3:13])=[C:6]([O:17][CH2:16][CH2:15][O:14][CH3:13])[C:5]([Cl:10])=[C:4]([O:17][CH2:16][CH2:15][O:14][CH3:13])[C:3]=1[O:17][CH2:16][CH2:15][O:14][CH3:13], predict the reactants needed to synthesize it. The reactants are: [Br:1][C:2]1[C:7](F)=[C:6](F)[C:5]([Cl:10])=[C:4](F)[C:3]=1F.[CH3:13][O:14][CH2:15][CH2:16][OH:17]. (4) Given the product [C:1]([O:5][C:6](=[O:20])[NH:7][C:8]1[CH:13]=[C:12]([CH3:14])[C:11]([C:15]([F:18])([F:17])[F:16])=[CH:10][C:9]=1[NH:19][C:26](=[O:25])[CH2:27][C:28]([C:30]1[CH:35]=[CH:34][CH:33]=[C:32]([C:36]2[CH:37]=[N:38][CH:39]=[CH:40][C:41]=2[CH3:42])[CH:31]=1)=[O:29])([CH3:4])([CH3:2])[CH3:3], predict the reactants needed to synthesize it. The reactants are: [C:1]([O:5][C:6](=[O:20])[NH:7][C:8]1[CH:13]=[C:12]([CH3:14])[C:11]([C:15]([F:18])([F:17])[F:16])=[CH:10][C:9]=1[NH2:19])([CH3:4])([CH3:3])[CH3:2].C([O:25][C:26](=O)[CH2:27][C:28]([C:30]1[CH:35]=[CH:34][CH:33]=[C:32]([C:36]2[CH:37]=[N:38][CH:39]=[CH:40][C:41]=2[CH3:42])[CH:31]=1)=[O:29])(C)(C)C. (5) Given the product [Cl:1][C:2]1[CH:7]=[CH:6][C:5]([C@@:8]2([CH3:35])[C@@H:12]([C:13]3[CH:14]=[CH:15][C:16]([Cl:19])=[CH:17][CH:18]=3)[N:11]([C:20]([N:47]3[CH2:48][CH2:49][N:44]([CH2:43][C:42]([N:36]4[CH2:37][CH2:38][O:39][CH2:40][CH2:41]4)=[O:50])[CH2:45][CH2:46]3)=[O:21])[C:10]([C:23]3[CH:28]=[CH:27][C:26]([O:29][CH3:30])=[CH:25][C:24]=3[O:31][CH:32]([CH3:34])[CH3:33])=[N:9]2)=[CH:4][CH:3]=1, predict the reactants needed to synthesize it. The reactants are: [Cl:1][C:2]1[CH:7]=[CH:6][C:5]([C:8]2([CH3:35])[CH:12]([C:13]3[CH:18]=[CH:17][C:16]([Cl:19])=[CH:15][CH:14]=3)[N:11]([C:20](Cl)=[O:21])[C:10]([C:23]3[CH:28]=[CH:27][C:26]([O:29][CH3:30])=[CH:25][C:24]=3[O:31][CH:32]([CH3:34])[CH3:33])=[N:9]2)=[CH:4][CH:3]=1.[N:36]1([C:42](=[O:50])[CH2:43][N:44]2[CH2:49][CH2:48][NH:47][CH2:46][CH2:45]2)[CH2:41][CH2:40][O:39][CH2:38][CH2:37]1. (6) Given the product [Cl:35][C:31]1[C:30]([F:36])=[C:29]([CH:34]=[CH:33][CH:32]=1)[NH:28][C:22]1[C:21]2[C:26](=[CH:27][C:18]([O:17][CH:14]3[CH2:15][CH2:16][N:11]([C:9](=[O:10])[C@@H:6]([N:3]([CH3:2])[CH3:42])[CH2:7][OH:8])[CH2:12][CH2:13]3)=[C:19]([O:37][CH3:38])[CH:20]=2)[N:25]=[CH:24][N:23]=1, predict the reactants needed to synthesize it. The reactants are: [BH3-][C:2]#[N:3].[Na+].N[C@H:6]([C:9]([N:11]1[CH2:16][CH2:15][CH:14]([O:17][C:18]2[CH:27]=[C:26]3[C:21]([C:22]([NH:28][C:29]4[CH:34]=[CH:33][CH:32]=[C:31]([Cl:35])[C:30]=4[F:36])=[N:23][CH:24]=[N:25]3)=[CH:20][C:19]=2[O:37][CH3:38])[CH2:13][CH2:12]1)=[O:10])[CH2:7][OH:8].O.O.O.[C:42]([O-])(=O)C.[Na+].C=O.C(O)(=O)C. (7) Given the product [CH3:37][O:36][C:35](=[O:38])[NH:1][CH2:2][CH2:3][CH2:4][N:5]1[C:13]2[C:8](=[CH:9][C:10]([Cl:14])=[CH:11][CH:12]=2)[CH:7]=[C:6]1[CH2:15][N:16]1[C:20]2=[CH:21][N:22]=[CH:23][CH:24]=[C:19]2[C:18]2([CH2:26][CH2:25]2)[C:17]1=[O:27], predict the reactants needed to synthesize it. The reactants are: [NH2:1][CH2:2][CH2:3][CH2:4][N:5]1[C:13]2[C:8](=[CH:9][C:10]([Cl:14])=[CH:11][CH:12]=2)[CH:7]=[C:6]1[CH2:15][N:16]1[C:20]2=[CH:21][N:22]=[CH:23][CH:24]=[C:19]2[C:18]2([CH2:26][CH2:25]2)[C:17]1=[O:27].C(N(CC)CC)C.[C:35](Cl)(=[O:38])[O:36][CH3:37]. (8) Given the product [CH3:1][C:2]1[C:7]([CH3:8])=[CH:6][CH:5]=[CH:4][C:3]=1[C@@H:9]([C:11]1[N:15]([C:23]([O:24][CH2:25][C:34]2[CH:33]=[C:32]([O:31][CH3:30])[C:37]3[O:38][CH2:39][O:40][C:36]=3[CH:35]=2)=[O:22])[CH:14]=[CH:13][N:12]=1)[CH3:10], predict the reactants needed to synthesize it. The reactants are: [CH3:1][C:2]1[C:7]([CH3:8])=[CH:6][CH:5]=[CH:4][C:3]=1[CH:9]([C:11]1[NH:12][CH:13]=[CH:14][N:15]=1)[CH3:10].N1C=CC=CC=1.[O:22]=[C:23](Cl)[O:24][C:25](Cl)(Cl)Cl.[CH3:30][O:31][C:32]1[C:37]2[O:38][CH2:39][O:40][C:36]=2[CH:35]=[C:34](CO)[CH:33]=1. (9) Given the product [CH3:17][S:15][C:12]1[C:13]2[N:14]=[C:6]([C:4]([OH:3])=[O:5])[S:7][C:8]=2[N:9]=[CH:10][N:11]=1, predict the reactants needed to synthesize it. The reactants are: C([O:3][C:4]([C:6]1[S:7][C:8]2[N:9]=[CH:10][N:11]=[C:12]([SH:15])[C:13]=2[N:14]=1)=[O:5])C.I[CH3:17]. (10) The reactants are: [CH3:1][C:2]1[CH:3]=[CH:4][C:5]2[C:6](=[O:15])[N:7]3[CH2:14][CH2:13][CH2:12][C:8]3=[N:9][C:10]=2[CH:11]=1.C1C(=O)N([Br:23])C(=O)C1. Given the product [Br:23][CH2:1][C:2]1[CH:3]=[CH:4][C:5]2[C:6](=[O:15])[N:7]3[CH2:14][CH2:13][CH2:12][C:8]3=[N:9][C:10]=2[CH:11]=1, predict the reactants needed to synthesize it.